From a dataset of Forward reaction prediction with 1.9M reactions from USPTO patents (1976-2016). Predict the product of the given reaction. (1) Given the reactants [CH3:1][O:2][C:3](=[O:14])[CH2:4][O:5][C:6]1[CH:11]=[CH:10][C:9]([Cl:12])=[C:8]([NH2:13])[CH:7]=1.C([O:17][C:18](=O)[CH:19]([CH2:25][C:26]1[CH:31]=[CH:30][C:29]([S:32]([CH3:35])(=[O:34])=[O:33])=[CH:28][CH:27]=1)[C:20](=O)[CH:21]([CH3:23])[CH3:22])C.O1CCOCC1, predict the reaction product. The product is: [CH3:1][O:2][C:3](=[O:14])[CH2:4][O:5][C:6]1[CH:11]=[CH:10][C:9]([Cl:12])=[C:8]2[C:7]=1[C:18](=[O:17])[C:19]([CH2:25][C:26]1[CH:27]=[CH:28][C:29]([S:32]([CH3:35])(=[O:33])=[O:34])=[CH:30][CH:31]=1)=[C:20]([CH:21]([CH3:22])[CH3:23])[NH:13]2. (2) Given the reactants [Cl:1][C:2]1[CH:7]=[CH:6][C:5]([I:8])=[CH:4][C:3]=1[CH2:9]O.CCCCCC.[C:17]1([OH:23])[CH:22]=[CH:21][CH:20]=[CH:19][CH:18]=1, predict the reaction product. The product is: [Cl:1][C:2]1[CH:7]=[CH:6][C:5]([I:8])=[CH:4][C:3]=1[CH2:9][C:20]1[CH:21]=[CH:22][C:17]([OH:23])=[CH:18][CH:19]=1. (3) Given the reactants [N:1]1[CH:6]=[CH:5][C:4]([C:7]2[NH:8][C:9]3[C:14]([CH:15]=2)=[CH:13][C:12]([C:16]([OH:18])=O)=[CH:11][CH:10]=3)=[CH:3][CH:2]=1.[NH2:19][CH:20]([CH2:24][S:25][C:26]1[CH:31]=[CH:30][CH:29]=[CH:28][CH:27]=1)[C:21](O)=[O:22].F[P-](F)(F)(F)(F)F.[N:39]1(O[P+](N2CCCC2)(N2CCCC2)N2CCCC2)C2C=CC=CC=2N=N1.C(N(C(C)C)C(C)C)C, predict the reaction product. The product is: [C:21]([CH:20]([NH:19][C:16]([C:12]1[CH:13]=[C:14]2[C:9](=[CH:10][CH:11]=1)[NH:8][C:7]([C:4]1[CH:3]=[CH:2][N:1]=[CH:6][CH:5]=1)=[CH:15]2)=[O:18])[CH2:24][S:25][C:26]1[CH:31]=[CH:30][CH:29]=[CH:28][CH:27]=1)(=[O:22])[NH2:39].